From a dataset of Catalyst prediction with 721,799 reactions and 888 catalyst types from USPTO. Predict which catalyst facilitates the given reaction. (1) Reactant: [F:1][C:2]1[CH:17]=[CH:16][C:5]([O:6][CH2:7][CH:8]2[CH2:14][NH:13][CH:12]([CH3:15])[CH2:11][CH2:10][CH2:9]2)=[CH:4][C:3]=1[CH3:18].[I:19][C:20]1[CH:28]=[CH:27][C:26]([CH3:29])=[CH:25][C:21]=1[C:22](O)=[O:23].C(Cl)CCl.C1C=CC2N(O)N=NC=2C=1.C(N(CC)CC)C. Product: [F:1][C:2]1[CH:17]=[CH:16][C:5]([O:6][CH2:7][CH:8]2[CH2:14][N:13]([C:22](=[O:23])[C:21]3[CH:25]=[C:26]([CH3:29])[CH:27]=[CH:28][C:20]=3[I:19])[CH:12]([CH3:15])[CH2:11][CH2:10][CH2:9]2)=[CH:4][C:3]=1[CH3:18]. The catalyst class is: 3. (2) Reactant: [Cl:1][C:2]1[CH:42]=[CH:41][C:5]2[N:6]([S:30]([C:33]3[CH:38]=[CH:37][C:36]([O:39][CH3:40])=[CH:35][CH:34]=3)(=[O:32])=[O:31])[C:7](=[O:29])[N:8]([CH:9]([C:23]3[CH:28]=[CH:27][CH:26]=[CH:25][CH:24]=3)[C:10](=[O:22])[N:11]3[CH2:15][CH2:14][C@H:13]([N:16]4[CH2:21][CH2:20][NH:19][CH2:18][CH2:17]4)[CH2:12]3)[C:4]=2[CH:3]=1.[CH:43](=O)[CH3:44].C(O[BH-](OC(=O)C)OC(=O)C)(=O)C. Product: [Cl:1][C:2]1[CH:42]=[CH:41][C:5]2[N:6]([S:30]([C:33]3[CH:34]=[CH:35][C:36]([O:39][CH3:40])=[CH:37][CH:38]=3)(=[O:32])=[O:31])[C:7](=[O:29])[N:8]([CH:9]([C:23]3[CH:24]=[CH:25][CH:26]=[CH:27][CH:28]=3)[C:10]([N:11]3[CH2:15][CH2:14][C@H:13]([N:16]4[CH2:17][CH2:18][N:19]([CH2:43][CH3:44])[CH2:20][CH2:21]4)[CH2:12]3)=[O:22])[C:4]=2[CH:3]=1. The catalyst class is: 1. (3) Reactant: N1C=CC=CC=1CNC1C=CC=CC=1C1C=CC=CC=1N.[OH:22][C:23]1[CH:30]=[CH:29][CH:28]=[C:27]([N+:31]([O-:33])=[O:32])[C:24]=1C=O. Product: [N+:31]([C:27]1[CH:28]=[CH:29][CH:30]=[C:23]([OH:22])[CH:24]=1)([O-:33])=[O:32]. The catalyst class is: 8. (4) Reactant: [CH2:1]([O:3][C:4]([C:6]1[CH:7]=[C:8]2[C:13](=[CH:14][CH:15]=1)[NH:12][CH:11]([C:16]1[CH:21]=[CH:20][CH:19]=[C:18]([NH:22][C:23]([C:26](O)=[O:27])([CH3:25])[CH3:24])[CH:17]=1)[C:10]([CH3:30])([CH3:29])[CH2:9]2)=[O:5])[CH3:2].[CH:31]([NH2:34])([CH3:33])[CH3:32].CN(C(ON1N=NC2C=CC=NC1=2)=[N+](C)C)C.F[P-](F)(F)(F)(F)F.C(N(CC)CC)C. Product: [CH2:1]([O:3][C:4]([C:6]1[CH:7]=[C:8]2[C:13](=[CH:14][CH:15]=1)[NH:12][CH:11]([C:16]1[CH:21]=[CH:20][CH:19]=[C:18]([NH:22][C:23]([C:26](=[O:27])[NH:34][CH:31]([CH3:33])[CH3:32])([CH3:25])[CH3:24])[CH:17]=1)[C:10]([CH3:29])([CH3:30])[CH2:9]2)=[O:5])[CH3:2]. The catalyst class is: 4. (5) The catalyst class is: 4. Product: [CH:5]1([N:11]2[CH2:15][CH2:14][CH:13]([CH2:16][C:17]3[CH:22]=[CH:21][CH:20]=[CH:19][C:18]=3[OH:23])[C:12]2=[O:25])[CH2:6][CH2:7][CH2:8][CH2:9][CH2:10]1. Reactant: B(Br)(Br)Br.[CH:5]1([N:11]2[CH2:15][CH2:14][CH:13]([CH2:16][C:17]3[CH:22]=[CH:21][CH:20]=[CH:19][C:18]=3[O:23]C)[C:12]2=[O:25])[CH2:10][CH2:9][CH2:8][CH2:7][CH2:6]1.C(=O)(O)[O-].[Na+].